This data is from Reaction yield outcomes from USPTO patents with 853,638 reactions. The task is: Predict the reaction yield, written as a fraction of the theoretical maximum amount of product (1.0 means a 100% yield; for example, 0.34 means a 34% yield). (1) The reactants are [CH:1]1([C:7]2[CH:8]=[CH:9][C:10]([O:13]C)=[N:11][CH:12]=2)[CH2:6][CH2:5][CH2:4][CH2:3][CH2:2]1.Br[CH2:16][C:17]1[CH:22]=[CH:21][C:20]([Cl:23])=[CH:19][CH:18]=1. No catalyst specified. The product is [Cl:23][C:20]1[CH:21]=[CH:22][C:17]([CH2:16][N:11]2[CH:12]=[C:7]([CH:1]3[CH2:6][CH2:5][CH2:4][CH2:3][CH2:2]3)[CH:8]=[CH:9][C:10]2=[O:13])=[CH:18][CH:19]=1. The yield is 0.680. (2) The reactants are [Cl:1][C:2]1[CH:7]=[C:6]([O:8][C:9]2[CH:14]=[C:13]([F:15])[C:12]([N+:16]([O-])=O)=[CH:11][C:10]=2[Cl:19])[CH:5]=[CH:4][N:3]=1.[Cl-].[NH4+]. The product is [Cl:19][C:10]1[C:9]([O:8][C:6]2[CH:5]=[CH:4][N:3]=[C:2]([Cl:1])[CH:7]=2)=[CH:14][C:13]([F:15])=[C:12]([NH2:16])[CH:11]=1. The yield is 1.00. The catalyst is C1COCC1.CO.[Zn].